The task is: Predict the reactants needed to synthesize the given product.. This data is from Full USPTO retrosynthesis dataset with 1.9M reactions from patents (1976-2016). (1) Given the product [CH3:11][N:10]1[C:6]([C:15]([C:16]2[CH:21]=[CH:20][C:19]([N+:22]([O-:24])=[O:23])=[C:18]([CH3:25])[CH:17]=2)=[O:26])=[CH:7][N:8]=[CH:9]1, predict the reactants needed to synthesize it. The reactants are: CC[Mg+].[Br-].Br[C:6]1[N:10]([CH3:11])[CH:9]=[N:8][CH:7]=1.CON(C)[C:15](=[O:26])[C:16]1[CH:21]=[CH:20][C:19]([N+:22]([O-:24])=[O:23])=[C:18]([CH3:25])[CH:17]=1. (2) The reactants are: [CH2:1]([C:5]1[N:9]([CH2:10][C:11]2[CH:16]=[CH:15][C:14]([C:17]3[CH:22]=[CH:21][CH:20]=[CH:19][C:18]=3[C:23]3[N:24]=[N:25][N:26](C(C)(C4C=CC=CC=4)C)[N:27]=3)=[CH:13][CH:12]=2)[C:8](=[O:37])[C:7]2([CH2:41][CH2:40][CH2:39][CH2:38]2)[N:6]=1)[CH2:2][CH2:3][CH3:4].Cl. Given the product [CH3:4][CH2:3][CH2:2][CH2:1][C:5]1[N:9]([CH2:10][C:11]2[CH:12]=[CH:13][C:14]([C:17]3[CH:22]=[CH:21][CH:20]=[CH:19][C:18]=3[C:23]3[N:24]=[N:25][NH:26][N:27]=3)=[CH:15][CH:16]=2)[C:8](=[O:37])[C:7]2([CH2:38][CH2:39][CH2:40][CH2:41]2)[N:6]=1, predict the reactants needed to synthesize it.